From a dataset of Peptide-MHC class II binding affinity with 134,281 pairs from IEDB. Regression. Given a peptide amino acid sequence and an MHC pseudo amino acid sequence, predict their binding affinity value. This is MHC class II binding data. (1) The peptide sequence is VGNLKFGLSYKEQVG. The MHC is DRB1_0101 with pseudo-sequence DRB1_0101. The binding affinity (normalized) is 0.444. (2) The peptide sequence is ALHIIAGTPEVHAVK. The MHC is HLA-DQA10201-DQB10202 with pseudo-sequence HLA-DQA10201-DQB10202. The binding affinity (normalized) is 0.0882. (3) The peptide sequence is KINDKCPSTGEAHLA. The MHC is DRB1_0405 with pseudo-sequence DRB1_0405. The binding affinity (normalized) is 0. (4) The peptide sequence is ETDKGPLDKEAIEER. The MHC is HLA-DQA10601-DQB10402 with pseudo-sequence HLA-DQA10601-DQB10402. The binding affinity (normalized) is 0. (5) The peptide sequence is IDTLKKNENIKEL. The MHC is DRB3_0101 with pseudo-sequence DRB3_0101. The binding affinity (normalized) is 0.212. (6) The peptide sequence is PRFLWQPKRECHF. The MHC is DRB1_1101 with pseudo-sequence DRB1_1101. The binding affinity (normalized) is 0.568.